The task is: Regression. Given a peptide amino acid sequence and an MHC pseudo amino acid sequence, predict their binding affinity value. This is MHC class II binding data.. This data is from Peptide-MHC class II binding affinity with 134,281 pairs from IEDB. The peptide sequence is ADKVAYALAQGLKVI. The MHC is HLA-DQA10301-DQB10302 with pseudo-sequence HLA-DQA10301-DQB10302. The binding affinity (normalized) is 0.456.